Predict the reactants needed to synthesize the given product. From a dataset of Full USPTO retrosynthesis dataset with 1.9M reactions from patents (1976-2016). (1) Given the product [CH2:9]([N:16]1[CH2:17][CH2:18][N:19]([CH2:20][C:21]2[CH:26]=[CH:25][CH:24]=[CH:23][CH:22]=2)[CH2:8][CH:2]1[CH2:3][C:4]([O:6][CH3:7])=[O:5])[C:10]1[CH:11]=[CH:12][CH:13]=[CH:14][CH:15]=1, predict the reactants needed to synthesize it. The reactants are: Br/[C:2](/[CH3:8])=[CH:3]\[C:4]([O:6][CH3:7])=[O:5].[CH2:9]([NH:16][CH2:17][CH2:18][NH:19][CH2:20][C:21]1[CH:26]=[CH:25][CH:24]=[CH:23][CH:22]=1)[C:10]1[CH:15]=[CH:14][CH:13]=[CH:12][CH:11]=1. (2) Given the product [C:43]([O:45][CH:22]1[CH:23]([CH:3]([CH3:5])[CH3:2])[CH2:24][CH2:25][CH:26]([CH3:46])[CH2:27]1)(=[O:44])/[CH:42]=[CH:41]/[C:39]([O:38][CH:32]1[CH:31]([CH:28]([CH3:29])[CH3:30])[CH2:36][CH2:35][CH:34]([CH3:37])[CH2:33]1)=[O:40], predict the reactants needed to synthesize it. The reactants are: O[CH2:2][C@@H:3]([C@H:5]([C@@H]([C@@H](CO)O)O)O)O.[CH:22]1(N=C=N[CH:22]2[CH2:27][CH2:26][CH2:25][CH2:24][CH2:23]2)[CH2:27][CH2:26][CH2:25][CH2:24][CH2:23]1.[CH:28]([CH:31]1[CH2:36][CH2:35][CH:34]([CH3:37])[CH2:33][CH:32]1[O:38][C:39](/[CH:41]=[CH:42]/[C:43]([OH:45])=[O:44])=[O:40])([CH3:30])[CH3:29].[CH3:46]N(C=O)C. (3) Given the product [CH2:1]([N:8]1[CH:12]=[CH:11][N:10]=[C:9]1[CH2:13][C:14]1[C:19]([CH2:20][CH3:21])=[N:24][NH:25][C:15]=1[CH2:16][CH3:17])[C:2]1[CH:7]=[CH:6][CH:5]=[CH:4][CH:3]=1, predict the reactants needed to synthesize it. The reactants are: [CH2:1]([N:8]1[CH:12]=[CH:11][N:10]=[C:9]1[CH2:13][CH:14]([C:19](=O)[CH2:20][CH3:21])[C:15](=O)[CH2:16][CH3:17])[C:2]1[CH:7]=[CH:6][CH:5]=[CH:4][CH:3]=1.O.[NH2:24][NH2:25]. (4) Given the product [F:13][C:14]1[CH:19]=[CH:18][CH:17]=[CH:16][C:15]=1[C:2]1[NH:3][CH:4]=[C:5]2[C:9](=[O:10])[CH2:8][C:7]([CH3:12])([CH3:11])[C:6]=12, predict the reactants needed to synthesize it. The reactants are: Br[C:2]1[NH:3][CH:4]=[C:5]2[C:9](=[O:10])[CH2:8][C:7]([CH3:12])([CH3:11])[C:6]=12.[F:13][C:14]1[CH:19]=[CH:18][CH:17]=[CH:16][C:15]=1OB(O)O. (5) Given the product [Cl:32][C:16]1[CH:17]=[C:18]([CH2:21][N:22]2[CH2:27][CH2:26][N:25]([S:28]([CH3:31])(=[O:30])=[O:29])[CH2:24][CH2:23]2)[CH:19]=[CH:20][C:15]=1[O:14][CH:11]1[CH2:12][CH2:13][N:8]([C:5]2[N:4]=[CH:3][C:2]([C:33]#[N:34])=[CH:7][N:6]=2)[CH2:9][CH2:10]1, predict the reactants needed to synthesize it. The reactants are: Br[C:2]1[CH:3]=[N:4][C:5]([N:8]2[CH2:13][CH2:12][CH:11]([O:14][C:15]3[CH:20]=[CH:19][C:18]([CH2:21][N:22]4[CH2:27][CH2:26][N:25]([S:28]([CH3:31])(=[O:30])=[O:29])[CH2:24][CH2:23]4)=[CH:17][C:16]=3[Cl:32])[CH2:10][CH2:9]2)=[N:6][CH:7]=1.[CH3:33][N:34](C=O)C. (6) Given the product [CH:13]1([N:19]2[C:23]3([CH2:24][CH2:25][N:26]([C:2]([O:4][CH2:5][C:6]4[CH:11]=[CH:10][CH:9]=[CH:8][CH:7]=4)=[O:3])[CH2:27][CH2:28]3)[C:22](=[O:29])[NH:21][CH2:20]2)[CH2:14][CH2:15][CH2:16][CH2:17][CH2:18]1, predict the reactants needed to synthesize it. The reactants are: Cl[C:2]([O:4][CH2:5][C:6]1[CH:11]=[CH:10][CH:9]=[CH:8][CH:7]=1)=[O:3].Cl.[CH:13]1([N:19]2[C:23]3([CH2:28][CH2:27][NH:26][CH2:25][CH2:24]3)[C:22](=[O:29])[NH:21][CH2:20]2)[CH2:18][CH2:17][CH2:16][CH2:15][CH2:14]1. (7) Given the product [Cl:20][CH2:19][CH2:18][N:12]1[CH2:13][CH2:14][N:9]([C:4]2[CH:5]=[CH:6][C:7]([Cl:8])=[C:2]([Cl:1])[CH:3]=2)[CH2:10][CH2:11]1, predict the reactants needed to synthesize it. The reactants are: [Cl:1][C:2]1[CH:3]=[C:4]([N:9]2[CH2:14][CH2:13][NH:12][CH2:11][CH2:10]2)[CH:5]=[CH:6][C:7]=1[Cl:8].[OH-].[Na+].Br[CH2:18][CH2:19][Cl:20].